From a dataset of Buchwald-Hartwig C-N cross coupling reaction yields with 55,370 reactions. Predict the reaction yield, written as a fraction of the theoretical maximum amount of product (1.0 means a 100% yield; for example, 0.34 means a 34% yield). The reactants are Clc1cccnc1.Cc1ccc(N)cc1.O=S(=O)(O[Pd]1c2ccccc2-c2ccccc2N~1)C(F)(F)F.COc1ccc(OC)c(P([C@]23C[C@H]4C[C@H](C[C@H](C4)C2)C3)[C@]23C[C@H]4C[C@H](C[C@H](C4)C2)C3)c1-c1c(C(C)C)cc(C(C)C)cc1C(C)C.CN1CCCN2CCCN=C12.CCOC(=O)c1cnoc1C. No catalyst specified. The product is Cc1ccc(Nc2cccnc2)cc1. The yield is 0.0365.